Dataset: Full USPTO retrosynthesis dataset with 1.9M reactions from patents (1976-2016). Task: Predict the reactants needed to synthesize the given product. (1) Given the product [F:1][C:2]1[CH:10]=[C:9]2[C:5]([C:6]([C:12]3[N:13]=[C:14]4[C:20]([C:21]([NH:35][C:36]5([CH3:48])[CH2:40][CH2:39][N:38]([C:41]([O:43][C:44]([CH3:47])([CH3:46])[CH3:45])=[O:42])[CH2:37]5)=[O:22])=[CH:19][NH:18][C:15]4=[N:16][CH:17]=3)=[N:7][N:8]2[CH3:11])=[CH:4][CH:3]=1, predict the reactants needed to synthesize it. The reactants are: [F:1][C:2]1[CH:10]=[C:9]2[C:5]([C:6]([C:12]3[N:13]=[C:14]4[C:20]([C:21](O)=[O:22])=[CH:19][NH:18][C:15]4=[N:16][CH:17]=3)=[N:7][N:8]2[CH3:11])=[CH:4][CH:3]=1.CCN=C=NCCCN(C)C.[NH2:35][C:36]1([CH3:48])[CH2:40][CH2:39][N:38]([C:41]([O:43][C:44]([CH3:47])([CH3:46])[CH3:45])=[O:42])[CH2:37]1. (2) The reactants are: [NH:1]1[CH2:6][CH2:5][CH2:4][C@H:3]([CH2:7][N:8]2[C:12]3[CH:13]=[CH:14][CH:15]=[CH:16][C:11]=3[N:10]=[C:9]2[CH2:17][N:18]([C@@H:22]2[C:31]3[N:30]=[CH:29][CH:28]=[CH:27][C:26]=3[CH2:25][CH2:24][CH2:23]2)[CH2:19][CH2:20][OH:21])[CH2:2]1.[CH3:32]N(CC1N(C[C@H]2CCCN(C)C2)C2C=CC=CC=2N=1)[C@@H]1C2N=CC=CC=2CCC1. Given the product [CH3:32][N:1]1[CH2:6][CH2:5][CH2:4][C@H:3]([CH2:7][N:8]2[C:12]3[CH:13]=[CH:14][CH:15]=[CH:16][C:11]=3[N:10]=[C:9]2[CH2:17][N:18]([C@@H:22]2[C:31]3[N:30]=[CH:29][CH:28]=[CH:27][C:26]=3[CH2:25][CH2:24][CH2:23]2)[CH2:19][CH2:20][OH:21])[CH2:2]1, predict the reactants needed to synthesize it. (3) Given the product [CH2:1]([O:3][C:4]([C:6]1[C:7]([NH:18][CH:15]2[CH2:17][CH2:16]2)=[N:8][C:9]([S:12][CH3:13])=[N:10][CH:11]=1)=[O:5])[CH3:2], predict the reactants needed to synthesize it. The reactants are: [CH2:1]([O:3][C:4]([C:6]1[C:7](Cl)=[N:8][C:9]([S:12][CH3:13])=[N:10][CH:11]=1)=[O:5])[CH3:2].[CH:15]1([NH2:18])[CH2:17][CH2:16]1. (4) Given the product [C:1]([CH2:3][C:4]1([N:18]2[CH:22]=[C:21]([C:23]3[C:24]4[CH:31]=[CH:30][NH:29][C:25]=4[N:26]=[CH:27][N:28]=3)[CH:20]=[N:19]2)[CH2:7][N:6]([C:8]2[CH:16]=[CH:15][C:11]([C:12]([NH:53][C@@H:51]([CH3:52])[C:50]([F:55])([F:54])[F:49])=[O:13])=[C:10]([F:17])[CH:9]=2)[CH2:5]1)#[N:2], predict the reactants needed to synthesize it. The reactants are: [C:1]([CH2:3][C:4]1([N:18]2[CH:22]=[C:21]([C:23]3[C:24]4[CH:31]=[CH:30][N:29](COCC[Si](C)(C)C)[C:25]=4[N:26]=[CH:27][N:28]=3)[CH:20]=[N:19]2)[CH2:7][N:6]([C:8]2[CH:16]=[CH:15][C:11]([C:12](O)=[O:13])=[C:10]([F:17])[CH:9]=2)[CH2:5]1)#[N:2].C(N(CC)C(C)C)(C)C.[F:49][C:50]([F:55])([F:54])[C@@H:51]([NH2:53])[CH3:52].FC(F)(F)C(O)=O. (5) Given the product [CH3:1][C:2]1[CH:7]=[CH:6][N:5]=[CH:4][C:3]=1[N:8]1[CH2:12][CH2:11][N:10]([C:15]2[CH:20]=[CH:19][N:18]=[C:17]([CH3:21])[CH:16]=2)[C:9]1=[O:13], predict the reactants needed to synthesize it. The reactants are: [CH3:1][C:2]1[CH:7]=[CH:6][N:5]=[CH:4][C:3]=1[N:8]1[CH2:12][CH2:11][NH:10][C:9]1=[O:13].Br[C:15]1[CH:20]=[CH:19][N:18]=[C:17]([CH3:21])[CH:16]=1.N[C@@H]1CCCC[C@H]1N.P([O-])([O-])([O-])=O.[K+].[K+].[K+]. (6) Given the product [CH3:12][CH:13]([CH3:19])[CH2:14][CH2:15][CH2:16][CH2:17][CH2:2][CH2:3][CH2:4][CH2:5][CH2:6][CH2:7][CH2:8][CH2:9][CH2:10][OH:11], predict the reactants needed to synthesize it. The reactants are: Br[CH2:2][CH2:3][CH2:4][CH2:5][CH2:6][CH2:7][CH2:8][CH2:9][CH2:10][OH:11].[CH3:12][CH:13]([CH3:19])[CH2:14][CH2:15][CH2:16][CH2:17]Br.